Dataset: NCI-60 drug combinations with 297,098 pairs across 59 cell lines. Task: Regression. Given two drug SMILES strings and cell line genomic features, predict the synergy score measuring deviation from expected non-interaction effect. Drug 1: CS(=O)(=O)C1=CC(=C(C=C1)C(=O)NC2=CC(=C(C=C2)Cl)C3=CC=CC=N3)Cl. Drug 2: CC(CN1CC(=O)NC(=O)C1)N2CC(=O)NC(=O)C2. Cell line: PC-3. Synergy scores: CSS=16.6, Synergy_ZIP=-5.19, Synergy_Bliss=-0.950, Synergy_Loewe=-2.52, Synergy_HSA=-1.30.